From a dataset of Reaction yield outcomes from USPTO patents with 853,638 reactions. Predict the reaction yield, written as a fraction of the theoretical maximum amount of product (1.0 means a 100% yield; for example, 0.34 means a 34% yield). (1) The reactants are [CH2:1]([S:3][CH:4]([S:13][CH2:14][CH3:15])[C@@H:5]([OH:12])[C@H:6]([OH:11])[C@H:7]([OH:10])[CH2:8][OH:9])[CH3:2].[CH:16]([Si:19](Cl)([CH:23]([CH3:25])[CH3:24])[CH:20]([CH3:22])[CH3:21])([CH3:18])[CH3:17]. The catalyst is N1C=CC=CC=1.CN(C)C1C=CN=CC=1. The product is [CH2:14]([S:13][CH:4]([S:3][CH2:1][CH3:2])[C@@H:5]([OH:12])[C@H:6]([OH:11])[C@H:7]([OH:10])[CH2:8][O:9][Si:19]([CH:23]([CH3:25])[CH3:24])([CH:20]([CH3:22])[CH3:21])[CH:16]([CH3:18])[CH3:17])[CH3:15]. The yield is 0.875. (2) The yield is 0.970. The product is [NH2:16][C:11]1[N:10]=[C:9]([NH:8][C:5]2[N:6]=[CH:7][C:2]([NH:1][C:35](=[O:36])[C:34]3[CH:33]=[CH:32][C:31]([N+:28]([O-:30])=[O:29])=[CH:39][CH:38]=3)=[CH:3][CH:4]=2)[CH:14]=[C:13]([CH3:15])[N:12]=1. The catalyst is O1CCOCC1. The reactants are [NH2:1][C:2]1[CH:3]=[CH:4][C:5]([NH:8][C:9]2[CH:14]=[C:13]([CH3:15])[N:12]=[C:11]([NH2:16])[N:10]=2)=[N:6][CH:7]=1.C(N(CC)C1C=CC=CC=1)C.[N+:28]([C:31]1[CH:39]=[CH:38][C:34]([C:35](Cl)=[O:36])=[CH:33][CH:32]=1)([O-:30])=[O:29]. (3) The reactants are [NH2:1][C:2]1[CH:7]=[CH:6][C:5]([O:8][CH2:9][C:10]#[CH:11])=[CH:4][C:3]=1[C:12]([C:14]1[CH:19]=[CH:18][C:17]([CH:20]([CH3:22])[CH3:21])=[CH:16][CH:15]=1)=[O:13].[N+:23]([C:26]1[CH:27]=[C:28]([CH:31]=[CH:32][CH:33]=1)[CH2:29]Br)([O-:25])=[O:24].CCN(C(C)C)C(C)C. The catalyst is C(Cl)Cl. The product is [CH:20]([C:17]1[CH:16]=[CH:15][C:14]([C:12]([C:3]2[CH:4]=[C:5]([O:8][CH2:9][C:10]#[CH:11])[CH:6]=[CH:7][C:2]=2[NH:1][CH2:29][C:28]2[CH:31]=[CH:32][CH:33]=[C:26]([N+:23]([O-:25])=[O:24])[CH:27]=2)=[O:13])=[CH:19][CH:18]=1)([CH3:22])[CH3:21]. The yield is 0.790. (4) The reactants are I[C:2]1[CH:3]=[C:4]([CH2:8][CH2:9][CH2:10][OH:11])[CH:5]=[CH:6][CH:7]=1.O1C=CC=C1P(C1OC=CC=1)C1OC=CC=1.[CH2:28]([O:30][C:31]([C:33]1[CH:37]=[C:36]([Sn](CCCC)(CCCC)CCCC)[O:35][N:34]=1)=[O:32])[CH3:29].[F-].[K+]. The catalyst is CN(C=O)C.C1C=CC(/C=C/C(/C=C/C2C=CC=CC=2)=O)=CC=1.C1C=CC(/C=C/C(/C=C/C2C=CC=CC=2)=O)=CC=1.C1C=CC(/C=C/C(/C=C/C2C=CC=CC=2)=O)=CC=1.[Pd].[Pd].[Cu]I.C(OCC)C. The product is [CH2:28]([O:30][C:31]([C:33]1[CH:37]=[C:36]([C:2]2[CH:7]=[CH:6][CH:5]=[C:4]([CH2:8][CH2:9][CH2:10][OH:11])[CH:3]=2)[O:35][N:34]=1)=[O:32])[CH3:29]. The yield is 0.0200. (5) The reactants are [Cl:1][C:2]1[C:19]([F:20])=[CH:18][CH:17]=[C:16]([F:21])[C:3]=1[CH2:4][N:5]1[CH2:10][CH2:9][NH:8][C:7]2[N:11]=[CH:12][C:13](I)=[CH:14][C:6]1=2.[CH3:22][N:23]1[CH2:28][CH2:27][N:26]([C:29]2[N:34]=[CH:33][C:32](B3OC(C)(C)C(C)(C)O3)=[CH:31][N:30]=2)[CH2:25][CH2:24]1. No catalyst specified. The product is [Cl:1][C:2]1[C:19]([F:20])=[CH:18][CH:17]=[C:16]([F:21])[C:3]=1[CH2:4][N:5]1[CH2:10][CH2:9][NH:8][C:7]2[N:11]=[CH:12][C:13]([C:32]3[CH:31]=[N:30][C:29]([N:26]4[CH2:27][CH2:28][N:23]([CH3:22])[CH2:24][CH2:25]4)=[N:34][CH:33]=3)=[CH:14][C:6]1=2. The yield is 0.270. (6) The reactants are [NH2:1][CH2:2][C:3]1[CH:8]=[CH:7][CH:6]=[CH:5][N:4]=1.Cl[S:10]([C:13]1[CH:14]=[C:15]([CH:19]=[CH:20][CH:21]=1)[C:16]([OH:18])=[O:17])(=[O:12])=[O:11]. The catalyst is C(Cl)Cl. The product is [N:4]1[CH:5]=[CH:6][CH:7]=[CH:8][C:3]=1[CH2:2][NH:1][S:10]([C:13]1[CH:14]=[C:15]([CH:19]=[CH:20][CH:21]=1)[C:16]([OH:18])=[O:17])(=[O:12])=[O:11]. The yield is 0.890. (7) The reactants are [NH2:1][C:2]1[CH:7]=[C:6]([Cl:8])[CH:5]=[CH:4][C:3]=1[SH:9].Br[CH2:11][C:12]1[CH:17]=[CH:16][C:15]([N+:18]([O-:20])=[O:19])=[CH:14][CH:13]=1.C([O-])([O-])=O.[K+].[K+]. The catalyst is CN(C=O)C. The product is [Cl:8][C:6]1[CH:5]=[CH:4][C:3]([S:9][CH2:11][C:12]2[CH:17]=[CH:16][C:15]([N+:18]([O-:20])=[O:19])=[CH:14][CH:13]=2)=[C:2]([CH:7]=1)[NH2:1]. The yield is 0.920. (8) The reactants are [C:1]1([C:11]#[C:12][CH:13]([OH:17])[CH2:14][CH:15]=[CH2:16])[C:10]2[C:5](=[CH:6][CH:7]=[CH:8][CH:9]=2)[CH:4]=[CH:3][CH:2]=1. The catalyst is C1(C)C=CC=CC=1.[Pt](Cl)Cl. The product is [C:1]1([C:11]23[CH2:16][CH:15]2[CH2:14][C:13](=[O:17])[CH2:12]3)[C:10]2[C:5](=[CH:6][CH:7]=[CH:8][CH:9]=2)[CH:4]=[CH:3][CH:2]=1. The yield is 0.570.